From a dataset of Reaction yield outcomes from USPTO patents with 853,638 reactions. Predict the reaction yield, written as a fraction of the theoretical maximum amount of product (1.0 means a 100% yield; for example, 0.34 means a 34% yield). (1) The yield is 0.787. The reactants are [C:1]([O:5][C:6]([NH:8][C@H:9]([CH2:13][O:14][CH:15]([F:17])[F:16])[C:10]([OH:12])=O)=[O:7])([CH3:4])([CH3:3])[CH3:2].C(N(CC)CC)C.ClC(OCC(C)C)=O.[F:33][C:34]1[CH:41]=[CH:40][C:37]([CH2:38][NH2:39])=[CH:36][CH:35]=1. The product is [F:16][CH:15]([F:17])[O:14][CH2:13][C@@H:9]([NH:8][C:6](=[O:7])[O:5][C:1]([CH3:2])([CH3:3])[CH3:4])[C:10]([NH:39][CH2:38][C:37]1[CH:40]=[CH:41][C:34]([F:33])=[CH:35][CH:36]=1)=[O:12]. The catalyst is C1COCC1.C(OCC)(=O)C. (2) The reactants are [Cl:1][C:2]1[C:11]([CH:12]=O)=[CH:10][C:5]2[NH:6][CH2:7][CH2:8][S:9][C:4]=2[CH:3]=1.[CH3:14][O:15][C:16]1[CH:25]=[C:24]2[C:19]([N:20]=[CH:21][C:22]([S:26][CH2:27][CH2:28][N:29]3[CH2:34][CH2:33][CH:32]([NH2:35])[CH2:31][CH2:30]3)=[N:23]2)=[CH:18][CH:17]=1. No catalyst specified. The product is [Cl:1][C:2]1[C:11]([CH2:12][NH:35][CH:32]2[CH2:31][CH2:30][N:29]([CH2:28][CH2:27][S:26][C:22]3[CH:21]=[N:20][C:19]4[C:24](=[CH:25][C:16]([O:15][CH3:14])=[CH:17][CH:18]=4)[N:23]=3)[CH2:34][CH2:33]2)=[CH:10][C:5]2[NH:6][CH2:7][CH2:8][S:9][C:4]=2[CH:3]=1. The yield is 0.340. (3) The catalyst is C1COCC1. The reactants are O[CH:2]=[C:3]1[C:11]2[C:6](=[CH:7][C:8]([C:12]([C:14]3[CH:19]=[CH:18][C:17]([NH:20][C:21]([C:23]4[S:24][C:25]([C:28](=[O:30])[CH3:29])=[CH:26][CH:27]=4)=[O:22])=[CH:16][CH:15]=3)=[O:13])=[CH:9][CH:10]=2)[NH:5][C:4]1=[O:31].[NH2:32][C:33]1[CH:34]=[C:35]([OH:39])[CH:36]=[CH:37][CH:38]=1. The yield is 0.640. The product is [OH:39][C:35]1[CH:34]=[C:33]([NH:32][CH:2]=[C:3]2[C:11]3[C:6](=[CH:7][C:8]([C:12]([C:14]4[CH:15]=[CH:16][C:17]([NH:20][C:21]([C:23]5[S:24][C:25]([C:28](=[O:30])[CH3:29])=[CH:26][CH:27]=5)=[O:22])=[CH:18][CH:19]=4)=[O:13])=[CH:9][CH:10]=3)[NH:5][C:4]2=[O:31])[CH:38]=[CH:37][CH:36]=1.